This data is from Forward reaction prediction with 1.9M reactions from USPTO patents (1976-2016). The task is: Predict the product of the given reaction. (1) The product is: [Cl:1][C:2]1[CH:7]=[C:6]2[NH:8][C:9](=[O:43])[C:10]3([CH:15]([C:16]4[CH:21]=[C:20]([Cl:22])[CH:19]=[CH:18][C:17]=4[O:23][C:24]([C:31]([NH:60][S:57]([CH3:56])(=[O:59])=[O:58])=[O:33])([CH2:25][CH2:26][CH3:27])[CH2:28][CH2:29][CH3:30])[CH2:14][C:13](=[O:34])[NH:12][CH:11]3[C:35]3[CH:40]=[C:39]([F:41])[CH:38]=[CH:37][C:36]=3[CH3:42])[C:5]2=[CH:4][CH:3]=1. Given the reactants [Cl:1][C:2]1[CH:7]=[C:6]2[NH:8][C:9](=[O:43])[C:10]3([CH:15]([C:16]4[CH:21]=[C:20]([Cl:22])[CH:19]=[CH:18][C:17]=4[O:23][C:24]([C:31]([OH:33])=O)([CH2:28][CH2:29][CH3:30])[CH2:25][CH2:26][CH3:27])[CH2:14][C:13](=[O:34])[NH:12][CH:11]3[C:35]3[CH:40]=[C:39]([F:41])[CH:38]=[CH:37][C:36]=3[CH3:42])[C:5]2=[CH:4][CH:3]=1.C1N=CN(C(N2C=NC=C2)=O)C=1.[CH3:56][S:57]([NH2:60])(=[O:59])=[O:58].[H-].[Na+].Cl, predict the reaction product. (2) Given the reactants [I:1][C:2]1[CH:3]=[CH:4][C:5]2[N:6]([C:8](=[O:11])[NH:9][N:10]=2)[CH:7]=1.[C:12](=O)([O-])[O-].[Cs+].[Cs+].IC, predict the reaction product. The product is: [I:1][C:2]1[CH:3]=[CH:4][C:5]2[N:6]([C:8](=[O:11])[N:9]([CH3:12])[N:10]=2)[CH:7]=1. (3) Given the reactants [CH2:1]([O:8][CH2:9][CH2:10][CH2:11][CH2:12][O:13][C:14]1[N:19]=[C:18]([NH:20][C:21](=[O:26])[C:22]([CH3:25])([CH3:24])[CH3:23])[C:17]([CH:27]=[CH:28][C:29]([O:31][CH2:32][CH3:33])=[O:30])=[CH:16][CH:15]=1)[C:2]1[CH:7]=[CH:6][CH:5]=[CH:4][CH:3]=1, predict the reaction product. The product is: [CH2:1]([O:8][CH2:9][CH2:10][CH2:11][CH2:12][O:13][C:14]1[N:19]=[C:18]([NH:20][C:21](=[O:26])[C:22]([CH3:25])([CH3:23])[CH3:24])[C:17]([CH2:27][CH2:28][C:29]([O:31][CH2:32][CH3:33])=[O:30])=[CH:16][CH:15]=1)[C:2]1[CH:7]=[CH:6][CH:5]=[CH:4][CH:3]=1. (4) Given the reactants [CH3:1][N:2]1[C:7]2[S:8][CH:9]=[C:10]([CH2:11][C:12]([O:14]C)=[O:13])[C:6]=2[C:5](=[O:16])[N:4]([CH3:17])[C:3]1=[O:18].OS(O)(=O)=O, predict the reaction product. The product is: [CH3:1][N:2]1[C:7]2[S:8][CH:9]=[C:10]([CH2:11][C:12]([OH:14])=[O:13])[C:6]=2[C:5](=[O:16])[N:4]([CH3:17])[C:3]1=[O:18]. (5) Given the reactants N1C=CC=CC=1S[C:8]([C:10]12[CH2:19][CH:14]3[CH2:15][CH:16]([CH2:18][C:12]([N+:20]([O-:22])=[O:21])([CH2:13]3)[CH2:11]1)[CH2:17]2)=[O:9].[F:23][C:24]1[CH:25]=[C:26]2[C:30](=[CH:31][CH:32]=1)[NH:29][C:28](=[O:33])[C:27]2=[C:34]1[C:42]2[C:37](=[CH:38][C:39]([CH2:43][CH2:44][CH2:45][OH:46])=[CH:40][CH:41]=2)[CH2:36][O:35]1.[NH4+].[Cl-].C([O-])(O)=O.[Na+], predict the reaction product. The product is: [F:23][C:24]1[CH:25]=[C:26]2[C:30](=[CH:31][CH:32]=1)[NH:29][C:28](=[O:33])[C:27]2=[C:34]1[C:42]2[C:37](=[CH:38][C:39]([CH2:43][CH2:44][CH2:45][O:46][C:8]([C:10]34[CH2:19][CH:14]5[CH2:15][CH:16]([CH2:18][C:12]([N+:20]([O-:22])=[O:21])([CH2:13]5)[CH2:11]3)[CH2:17]4)=[O:9])=[CH:40][CH:41]=2)[CH2:36][O:35]1. (6) Given the reactants [Br:1][C:2]1[CH:3]=[C:4]([CH:8]([CH2:11][CH3:12])[C:9]#[N:10])[CH:5]=[CH:6][CH:7]=1.[CH2:13](N)[CH2:14][NH2:15], predict the reaction product. The product is: [Br:1][C:2]1[CH:3]=[C:4]([CH:8]([C:9]2[NH:15][CH2:14][CH2:13][N:10]=2)[CH2:11][CH3:12])[CH:5]=[CH:6][CH:7]=1. (7) The product is: [NH2:30][C:13]1[N:14]([CH2:17][CH2:18][CH3:19])[C:15](=[O:16])[C@:11]2([C:4]3[C:5](=[CH:6][CH:7]=[C:2]([Br:1])[CH:3]=3)[O:8][C@@H:9]([C:24]3[CH:29]=[CH:28][CH:27]=[CH:26][CH:25]=3)[CH2:10]2)[N:12]=1. Given the reactants [Br:1][C:2]1[CH:3]=[C:4]2[C@:11]3([C:15](=[O:16])[N:14]([CH2:17][CH2:18][CH3:19])[C:13](SCCC)=[N:12]3)[CH2:10][C@H:9]([C:24]3[CH:29]=[CH:28][CH:27]=[CH:26][CH:25]=3)[O:8][C:5]2=[CH:6][CH:7]=1.[NH4+:30].[I-], predict the reaction product.